Dataset: Forward reaction prediction with 1.9M reactions from USPTO patents (1976-2016). Task: Predict the product of the given reaction. (1) The product is: [C:45]([CH2:44][CH:42]1[CH2:43][CH:40]([C:8]2[CH:17]=[CH:16][C:15]3[C:10](=[CH:11][CH:12]=[C:13]([C:18]4[N:22]([CH:23]5[CH2:24][CH2:25][CH2:26][CH2:27][CH2:28]5)[C:21]5[CH:29]=[CH:30][C:31]([C:33]([OH:35])=[O:34])=[CH:32][C:20]=5[N:19]=4)[CH:14]=3)[N:9]=2)[C:41]1([CH3:49])[CH3:48])([OH:47])=[O:46]. Given the reactants BrC1C=CC(O)=C([C:8]2[CH:17]=[CH:16][C:15]3[C:10](=[CH:11][CH:12]=[C:13]([C:18]4[N:22]([CH:23]5[CH2:28][CH2:27][CH2:26][CH2:25][CH2:24]5)[C:21]5[CH:29]=[CH:30][C:31]([C:33]([OH:35])=[O:34])=[CH:32][C:20]=5[N:19]=4)[CH:14]=3)[N:9]=2)C=1.C([CH:40]1[CH2:43][CH:42]([CH2:44][C:45]([OH:47])=[O:46])[C:41]1([CH3:49])[CH3:48])(=O)C.[OH-].[K+], predict the reaction product. (2) The product is: [ClH:13].[Cl:13][C:14]1[CH:33]=[CH:32][C:17]([NH:18][C:19]2[C:28]3[C:23](=[CH:24][C:25]([O:31][CH2:62][CH2:61][C:59]4[CH:58]=[CH:57][CH:56]=[C:55]([CH3:54])[N:60]=4)=[C:26]([O:29][CH3:30])[CH:27]=3)[N:22]=[CH:21][N:20]=2)=[C:16]([F:34])[CH:15]=1. Given the reactants N(C(OCC)=O)=NC(OCC)=O.[Cl:13][C:14]1[CH:33]=[CH:32][C:17]([NH:18][C:19]2[C:28]3[C:23](=[CH:24][C:25]([OH:31])=[C:26]([O:29][CH3:30])[CH:27]=3)[N:22]=[CH:21][N:20]=2)=[C:16]([F:34])[CH:15]=1.C1(P(C2C=CC=CC=2)C2C=CC=CC=2)C=CC=CC=1.[CH3:54][C:55]1[N:60]=[C:59]([CH2:61][CH2:62]O)[CH:58]=[CH:57][CH:56]=1, predict the reaction product. (3) Given the reactants [N:1]1([C:7]2[N:8]=[C:9]([CH2:14][C:15]([O-:17])=O)[NH:10][C:11](=[O:13])[CH:12]=2)[CH2:6][CH2:5][O:4][CH2:3][CH2:2]1.[Na+].[F:19][C:20]1[CH:26]=[CH:25][C:23]([NH2:24])=[C:22]([CH3:27])[CH:21]=1, predict the reaction product. The product is: [F:19][C:20]1[CH:26]=[CH:25][C:23]([NH:24][C:15](=[O:17])[CH2:14][C:9]2[NH:10][C:11](=[O:13])[CH:12]=[C:7]([N:1]3[CH2:2][CH2:3][O:4][CH2:5][CH2:6]3)[N:8]=2)=[C:22]([CH3:27])[CH:21]=1. (4) Given the reactants P([O-])([O-])([O-])=O.[K+].[K+].[K+].Cl[C:10]1[N:15]=[CH:14][NH:13][C:12]2=[N:16][CH:17]=[CH:18][C:11]=12.[CH3:19][CH:20]([N:22]1[C:26]([C:27]([NH:29][C:30]2[C:31]3[C:35]([CH:36]=[C:37](B4OC(C)(C)CC(C)(C)O4)[CH:38]=2)=[N:34][N:33](C2CCCCO2)[CH:32]=3)=[O:28])=[CH:25][CH:24]=[N:23]1)[CH3:21].O, predict the reaction product. The product is: [CH3:21][CH:20]([N:22]1[C:26]([C:27]([NH:29][C:30]2[CH:38]=[C:37]([C:10]3[C:11]4[CH:18]=[CH:17][NH:16][C:12]=4[N:13]=[CH:14][N:15]=3)[CH:36]=[C:35]3[C:31]=2[CH:32]=[N:33][NH:34]3)=[O:28])=[CH:25][CH:24]=[N:23]1)[CH3:19].